From a dataset of Forward reaction prediction with 1.9M reactions from USPTO patents (1976-2016). Predict the product of the given reaction. (1) The product is: [CH:3]1([CH2:6][O:7][C:8]2[C:29]([Cl:30])=[CH:28][C:11]([O:12][CH2:13][C:14]3[CH:19]=[CH:18][CH:17]=[CH:16][C:15]=3/[C:20](=[N:25]\[O:26][CH3:27])/[C:21]([NH:2][CH3:1])=[O:23])=[CH:10][C:9]=2[Cl:31])[CH2:5][CH2:4]1. Given the reactants [CH3:1][NH2:2].[CH:3]1([CH2:6][O:7][C:8]2[C:29]([Cl:30])=[CH:28][C:11]([O:12][CH2:13][C:14]3[CH:19]=[CH:18][CH:17]=[CH:16][C:15]=3/[C:20](=[N:25]\[O:26][CH3:27])/[C:21]([O:23]C)=O)=[CH:10][C:9]=2[Cl:31])[CH2:5][CH2:4]1, predict the reaction product. (2) The product is: [Br:1][C:2]1[CH:10]=[C:9]2[C:5]([CH:6]=[CH:7][N:8]2[C:12]2[CH:17]=[CH:16][C:15]([O:18][CH2:19][CH3:20])=[CH:14][CH:13]=2)=[CH:4][CH:3]=1. Given the reactants [Br:1][C:2]1[CH:10]=[C:9]2[C:5]([CH:6]=[CH:7][NH:8]2)=[CH:4][CH:3]=1.I[C:12]1[CH:17]=[CH:16][C:15]([O:18][CH2:19][CH3:20])=[CH:14][CH:13]=1.C(=O)([O-])[O-].[K+].[K+].N1CCC[C@H]1C(O)=O, predict the reaction product. (3) The product is: [F:9][C:5]1[CH:6]=[CH:7][CH:8]=[C:3]2[C:4]=1[CH2:10][N:13]([CH3:12])[CH2:2]2. Given the reactants Br[CH2:2][C:3]1[CH:8]=[CH:7][CH:6]=[C:5]([F:9])[C:4]=1[CH2:10]Br.[CH3:12][NH2:13], predict the reaction product. (4) Given the reactants [N:1]1([CH2:6][C@@H:7]([O:14][C:15]2[CH:24]=[CH:23][C:22]3[C:21](=[O:25])[CH2:20][CH2:19][CH2:18][C:17]=3[C:16]=2[CH2:26][S:27][C:28]2[CH:36]=[CH:35][CH:34]=[CH:33][C:29]=2[C:30](O)=[O:31])[C:8]2[CH:13]=[CH:12][CH:11]=[CH:10][CH:9]=2)[CH:5]=[CH:4][N:3]=[CH:2]1.[NH2:37][C@H:38]([CH2:41][CH3:42])[CH2:39][OH:40], predict the reaction product. The product is: [OH:40][CH2:39][C@H:38]([NH:37][C:30](=[O:31])[C:29]1[CH:33]=[CH:34][CH:35]=[CH:36][C:28]=1[S:27][CH2:26][C:16]1[C:17]2[CH2:18][CH2:19][CH2:20][C:21](=[O:25])[C:22]=2[CH:23]=[CH:24][C:15]=1[O:14][C@@H:7]([C:8]1[CH:13]=[CH:12][CH:11]=[CH:10][CH:9]=1)[CH2:6][N:1]1[CH:5]=[CH:4][N:3]=[CH:2]1)[CH2:41][CH3:42]. (5) Given the reactants [H-].[Na+].[Br:3][C:4]1[CH:9]=[N:8][C:7]2[N:10]([CH2:13][C:14]3[CH:19]=[CH:18][C:17]([O:20][CH3:21])=[CH:16][CH:15]=3)[N:11]=[CH:12][C:6]=2[C:5]=1O.FC(F)(F)S(N(C1C=CC=CC=1)S(C(F)(F)F)(=O)=O)(=O)=O.[N:44]1([C:50]([O:52][C:53]([CH3:56])([CH3:55])[CH3:54])=[O:51])[CH2:49][CH2:48][NH:47][CH2:46][CH2:45]1.[Cl-].[NH4+], predict the reaction product. The product is: [Br:3][C:4]1[C:5]([N:47]2[CH2:46][CH2:45][N:44]([C:50]([O:52][C:53]([CH3:56])([CH3:55])[CH3:54])=[O:51])[CH2:49][CH2:48]2)=[C:6]2[CH:12]=[N:11][N:10]([CH2:13][C:14]3[CH:19]=[CH:18][C:17]([O:20][CH3:21])=[CH:16][CH:15]=3)[C:7]2=[N:8][CH:9]=1. (6) Given the reactants C[O:2][C:3](=[O:33])[CH2:4][O:5][C:6]1[CH:15]=[CH:14][C:13]2[C:8](=[CH:9][CH:10]=[C:11]([C:16]3[O:17][C:18]4[CH:32]=[CH:31][CH:30]=[CH:29][C:19]=4[C:20]=3[C:21](=[O:28])[C:22]3[CH:27]=[CH:26][CH:25]=[CH:24][CH:23]=3)[CH:12]=2)[CH:7]=1.[OH-].[K+], predict the reaction product. The product is: [C:21]([C:20]1[C:19]2[CH:29]=[CH:30][CH:31]=[CH:32][C:18]=2[O:17][C:16]=1[C:11]1[CH:12]=[C:13]2[C:8](=[CH:9][CH:10]=1)[CH:7]=[C:6]([O:5][CH2:4][C:3]([OH:33])=[O:2])[CH:15]=[CH:14]2)(=[O:28])[C:22]1[CH:23]=[CH:24][CH:25]=[CH:26][CH:27]=1. (7) Given the reactants O=C1OCCO1.[S:7]=[C:8]1[O:12][CH2:11][CH2:10][O:9]1.[CH3:13][C:14]([CH3:29])([CH2:20][O:21][Si:22]([CH3:28])([CH3:27])[C:23]([CH3:26])([CH3:25])[CH3:24])[CH2:15]C(O)CO.C(Cl)(Cl)=S.CN(C)C1C=CC=CC=1, predict the reaction product. The product is: [CH3:15][C:14]([CH3:29])([CH2:20][O:21][Si:22]([CH3:28])([CH3:27])[C:23]([CH3:26])([CH3:25])[CH3:24])[CH2:13][CH:10]1[CH2:11][O:12][C:8](=[S:7])[O:9]1. (8) Given the reactants [F:1][C:2]1[CH:7]=[CH:6][C:5]([CH2:8][CH:9]([C:13]2[CH:18]=[CH:17][C:16]([S:19]([CH3:22])(=[O:21])=[O:20])=[CH:15][CH:14]=2)[C:10](O)=[O:11])=[CH:4][CH:3]=1.[O:23]1[C:31]2[C:26](=[N:27][CH:28]=[CH:29][CH:30]=2)[N:25]=[C:24]1[NH2:32].CCN=C=NCCCN(C)C.Cl.C(Cl)Cl, predict the reaction product. The product is: [F:1][C:2]1[CH:3]=[CH:4][C:5]([CH2:8][CH:9]([C:13]2[CH:14]=[CH:15][C:16]([S:19]([CH3:22])(=[O:21])=[O:20])=[CH:17][CH:18]=2)[C:10]([NH:32][C:24]2[O:23][C:31]3[C:26]([N:25]=2)=[N:27][CH:28]=[CH:29][CH:30]=3)=[O:11])=[CH:6][CH:7]=1.